Regression. Given two drug SMILES strings and cell line genomic features, predict the synergy score measuring deviation from expected non-interaction effect. From a dataset of NCI-60 drug combinations with 297,098 pairs across 59 cell lines. (1) Drug 1: CC(C1=C(C=CC(=C1Cl)F)Cl)OC2=C(N=CC(=C2)C3=CN(N=C3)C4CCNCC4)N. Drug 2: CCC1=C2CN3C(=CC4=C(C3=O)COC(=O)C4(CC)O)C2=NC5=C1C=C(C=C5)O. Cell line: K-562. Synergy scores: CSS=48.6, Synergy_ZIP=3.28, Synergy_Bliss=4.81, Synergy_Loewe=0.417, Synergy_HSA=5.60. (2) Drug 1: CC1=C(C=C(C=C1)NC(=O)C2=CC=C(C=C2)CN3CCN(CC3)C)NC4=NC=CC(=N4)C5=CN=CC=C5. Drug 2: N.N.Cl[Pt+2]Cl. Cell line: MCF7. Synergy scores: CSS=24.2, Synergy_ZIP=-8.56, Synergy_Bliss=0.554, Synergy_Loewe=-3.64, Synergy_HSA=0.336.